From a dataset of Full USPTO retrosynthesis dataset with 1.9M reactions from patents (1976-2016). Predict the reactants needed to synthesize the given product. Given the product [OH:50][CH2:51][CH2:52][CH2:53][N:54]1[CH:58]=[C:57]([C:59]2[N:64]=[C:63]([C:65](=[O:68])[NH:66][CH3:67])[C:62]([NH:69][C:70]3[C:75]([C:76]([F:77])([F:78])[F:79])=[CH:74][N:73]=[C:72]([NH:80][C:81]4[CH:95]=[CH:94][C:84]([CH2:85][P:86](=[O:90])([OH:93])[O:87][CH2:88][CH3:89])=[CH:83][C:82]=4[O:96][CH3:97])[CH:71]=3)=[CH:61][CH:60]=2)[CH:56]=[N:55]1, predict the reactants needed to synthesize it. The reactants are: C(N(CC)C(C1C=C(C2C=NN(CCCO)C=2)C=CC=1NC1C(C(F)(F)F)=CN=C(NC2C=CC(CP(=O)(O)OCC)=CC=2OC)N=1)=O)C.[OH:50][CH2:51][CH2:52][CH2:53][N:54]1[CH:58]=[C:57]([C:59]2[N:64]=[C:63]([C:65](=[O:68])[NH:66][CH3:67])[C:62]([NH:69][C:70]3[C:75]([C:76]([F:79])([F:78])[F:77])=[CH:74][N:73]=[C:72]([NH:80][C:81]4[CH:95]=[CH:94][C:84]([CH2:85][P:86](=[O:93])([O:90]CC)[O:87][CH2:88][CH3:89])=[CH:83][C:82]=4[O:96][CH3:97])[CH:71]=3)=[CH:61][CH:60]=2)[CH:56]=[N:55]1.